This data is from Full USPTO retrosynthesis dataset with 1.9M reactions from patents (1976-2016). The task is: Predict the reactants needed to synthesize the given product. (1) Given the product [Cl:15][CH2:16][CH2:17][CH2:18][NH:19][C:20]([NH:12][C:11]1[CH:10]=[CH:9][C:8]([O:1][C:2]2[CH:3]=[CH:4][CH:5]=[CH:6][CH:7]=2)=[CH:14][CH:13]=1)=[O:21], predict the reactants needed to synthesize it. The reactants are: [O:1]([C:8]1[CH:14]=[CH:13][C:11]([NH2:12])=[CH:10][CH:9]=1)[C:2]1[CH:7]=[CH:6][CH:5]=[CH:4][CH:3]=1.[Cl:15][CH2:16][CH2:17][CH2:18][N:19]=[C:20]=[O:21]. (2) Given the product [CH:1](=[N:8][CH:9]1[CH2:15][CH2:14][CH2:13][CH2:12][N:11]([C:23]([O:25][C:26]([CH3:29])([CH3:28])[CH3:27])=[O:24])[CH2:10]1)[C:2]1[CH:3]=[CH:4][CH:5]=[CH:6][CH:7]=1, predict the reactants needed to synthesize it. The reactants are: [CH:1](=[N:8][CH:9]1[CH2:15][CH2:14][CH2:13][CH2:12][NH:11][CH2:10]1)[C:2]1[CH:7]=[CH:6][CH:5]=[CH:4][CH:3]=1.C(N(CC)CC)C.[C:23](O[C:23]([O:25][C:26]([CH3:29])([CH3:28])[CH3:27])=[O:24])([O:25][C:26]([CH3:29])([CH3:28])[CH3:27])=[O:24].O. (3) The reactants are: [F:1][C:2]1[CH:3]=[C:4]2[C:8](=[CH:9][CH:10]=1)[NH:7][CH:6]=[CH:5]2.O. Given the product [F:1][C:2]1[CH:3]=[C:4]2[C:8](=[CH:9][CH:10]=1)[NH:7][C:6]1[C:5]2=[C:5]2[C:4]3[CH:3]=[C:2]([F:1])[CH:10]=[CH:9][C:8]=3[NH:7][C:6]2=[C:5]2[C:4]3[CH:3]=[C:2]([F:1])[CH:10]=[CH:9][C:8]=3[NH:7][C:6]2=1, predict the reactants needed to synthesize it. (4) Given the product [ClH:1].[Cl:1][C:2]1[CH:3]=[C:4]([CH:16]=[CH:17][C:18]=1[Cl:19])[O:5][CH:6]1[CH2:7][CH2:8][N:9]([CH2:12][CH2:13][CH2:14][NH:15][C:27](=[O:28])[C:26]2[CH:30]=[CH:31][CH:32]=[C:24]([S:21]([CH3:20])(=[O:23])=[O:22])[CH:25]=2)[CH2:10][CH2:11]1, predict the reactants needed to synthesize it. The reactants are: [Cl:1][C:2]1[CH:3]=[C:4]([CH:16]=[CH:17][C:18]=1[Cl:19])[O:5][CH:6]1[CH2:11][CH2:10][N:9]([CH2:12][CH2:13][CH2:14][NH2:15])[CH2:8][CH2:7]1.[CH3:20][S:21]([C:24]1[CH:25]=[C:26]([CH:30]=[CH:31][CH:32]=1)[C:27](O)=[O:28])(=[O:23])=[O:22].C(N(CC)CC)C.C1CN([P+](Br)(N2CCCC2)N2CCCC2)CC1.F[P-](F)(F)(F)(F)F. (5) Given the product [CH2:6]([O:24][CH:25]([O:31][CH2:32][CH2:33][CH2:34][CH2:35][CH2:36][CH2:37][CH2:38][CH2:39]/[CH:40]=[CH:41]\[CH2:42]/[CH:43]=[CH:44]\[CH2:45][CH2:46][CH2:47][CH2:48][CH3:49])[C@H:26]1[CH2:30][CH2:29][CH2:28][N:27]1[CH3:1])[CH2:7][CH2:8][CH2:9][CH2:10][CH2:11][CH2:12][CH2:13]/[CH:14]=[CH:15]\[CH2:16]/[CH:17]=[CH:18]\[CH2:19][CH2:20][CH2:21][CH2:22][CH3:23], predict the reactants needed to synthesize it. The reactants are: [CH2:1]1COCC1.[CH2:6]([O:24][CH:25]([O:31][CH2:32][CH2:33][CH2:34][CH2:35][CH2:36][CH2:37][CH2:38][CH2:39]/[CH:40]=[CH:41]\[CH2:42]/[CH:43]=[CH:44]\[CH2:45][CH2:46][CH2:47][CH2:48][CH3:49])[C@H:26]1[CH2:30][CH2:29][CH2:28][NH:27]1)[CH2:7][CH2:8][CH2:9][CH2:10][CH2:11][CH2:12][CH2:13]/[CH:14]=[CH:15]\[CH2:16]/[CH:17]=[CH:18]\[CH2:19][CH2:20][CH2:21][CH2:22][CH3:23].C=O.C(O)(=O)C. (6) Given the product [Cl:32][C:27]1[CH:26]=[C:25]([CH:30]=[CH:29][C:28]=1[F:31])[CH2:24][N:20]1[CH2:21][CH2:22][C:23]2[C:18](=[C:17]([O:34][CH3:35])[C:16](=[O:36])[N:15]3[CH2:40][CH2:39][CH2:38][CH2:37][N:11]([CH2:10][CH2:9][O:8][CH2:1][C:2]4[CH:7]=[CH:6][CH:5]=[CH:4][CH:3]=4)[C:12](=[O:13])[C:14]3=2)[C:19]1=[O:33], predict the reactants needed to synthesize it. The reactants are: [CH2:1]([O:8][CH2:9][CH2:10][N:11]([CH2:37][CH2:38][CH2:39][CH2:40]OS(C)(=O)=O)[C:12]([C:14]1[NH:15][C:16](=[O:36])[C:17]([O:34][CH3:35])=[C:18]2[C:23]=1[CH2:22][CH2:21][N:20]([CH2:24][C:25]1[CH:30]=[CH:29][C:28]([F:31])=[C:27]([Cl:32])[CH:26]=1)[C:19]2=[O:33])=[O:13])[C:2]1[CH:7]=[CH:6][CH:5]=[CH:4][CH:3]=1.C(=O)([O-])[O-].[Cs+].[Cs+].